From a dataset of Catalyst prediction with 721,799 reactions and 888 catalyst types from USPTO. Predict which catalyst facilitates the given reaction. (1) The catalyst class is: 89. Product: [NH2:7][CH:8]1[CH2:11][N:10]([C:12]([C@@H:14]2[CH2:18][CH2:17][CH2:16][N:15]2[C:19]2[N:20]=[C:21]([NH:28][C:29]3[CH:33]=[C:32]([CH:34]([CH3:36])[CH3:35])[NH:31][N:30]=3)[C:22]3[CH2:27][CH2:26][CH2:25][C:23]=3[N:24]=2)=[O:13])[CH2:9]1. Reactant: C(OC(=O)[NH:7][CH:8]1[CH2:11][N:10]([C:12]([C@@H:14]2[CH2:18][CH2:17][CH2:16][N:15]2[C:19]2[N:20]=[C:21]([NH:28][C:29]3[CH:33]=[C:32]([CH:34]([CH3:36])[CH3:35])[NH:31][N:30]=3)[C:22]3[CH2:27][CH2:26][CH2:25][C:23]=3[N:24]=2)=[O:13])[CH2:9]1)(C)(C)C. (2) Reactant: Cl[CH2:2][C:3]([NH:5][C:6]1[CH:7]=[C:8]([CH:25]=[CH:26][C:27]=1[O:28][C:29]([F:32])([F:31])[F:30])[C:9]([NH:11][C:12]1[CH:13]=[N:14][C:15]([C:18]2[CH:23]=[CH:22][CH:21]=[CH:20][C:19]=2[F:24])=[CH:16][CH:17]=1)=[O:10])=[O:4].C(N(CC)CC)C.Cl.Cl.[CH3:42][N:43]1[CH2:48][CH2:47][NH:46][CH2:45][CH:44]1[CH3:49].[I-].[K+]. Product: [CH3:49][CH:44]1[N:43]([CH3:42])[CH2:48][CH2:47][N:46]([CH2:2][C:3]([NH:5][C:6]2[CH:7]=[C:8]([CH:25]=[CH:26][C:27]=2[O:28][C:29]([F:32])([F:31])[F:30])[C:9]([NH:11][C:12]2[CH:13]=[N:14][C:15]([C:18]3[CH:23]=[CH:22][CH:21]=[CH:20][C:19]=3[F:24])=[CH:16][CH:17]=2)=[O:10])=[O:4])[CH2:45]1. The catalyst class is: 3. (3) Reactant: [Br:1][C:2]1[CH:3]=[N:4][C:5]([O:8]N2C3=NC=CC=C3N=N2)=[N:6][CH:7]=1.[CH3:18][S:19][C:20]1[CH:25]=[CH:24][C:23](B(O)O)=[CH:22][CH:21]=1.C([O-])([O-])=O.[Cs+].[Cs+]. The catalyst class is: 104. Product: [Br:1][C:2]1[CH:7]=[N:6][C:5]([O:8][C:23]2[CH:24]=[CH:25][C:20]([S:19][CH3:18])=[CH:21][CH:22]=2)=[N:4][CH:3]=1. (4) Reactant: [CH:1]1([C:9]([O:11]CC)=[O:10])[C:3]2([CH2:8][CH2:7][O:6][CH2:5][CH2:4]2)[CH2:2]1.[OH-].[K+]. Product: [CH:1]1([C:9]([OH:11])=[O:10])[C:3]2([CH2:8][CH2:7][O:6][CH2:5][CH2:4]2)[CH2:2]1. The catalyst class is: 40.